Dataset: NCI-60 drug combinations with 297,098 pairs across 59 cell lines. Task: Regression. Given two drug SMILES strings and cell line genomic features, predict the synergy score measuring deviation from expected non-interaction effect. (1) Drug 1: CC1=C(C=C(C=C1)NC(=O)C2=CC=C(C=C2)CN3CCN(CC3)C)NC4=NC=CC(=N4)C5=CN=CC=C5. Drug 2: C1C(C(OC1N2C=NC(=NC2=O)N)CO)O. Cell line: ACHN. Synergy scores: CSS=16.2, Synergy_ZIP=-3.91, Synergy_Bliss=-0.845, Synergy_Loewe=-22.3, Synergy_HSA=0.982. (2) Drug 1: C1=NC2=C(N1)C(=S)N=CN2. Drug 2: C1CNP(=O)(OC1)N(CCCl)CCCl. Cell line: UACC-257. Synergy scores: CSS=16.1, Synergy_ZIP=-2.98, Synergy_Bliss=1.62, Synergy_Loewe=-16.5, Synergy_HSA=-0.398. (3) Drug 1: C1=CC(=CC=C1CC(C(=O)O)N)N(CCCl)CCCl.Cl. Drug 2: CS(=O)(=O)OCCCCOS(=O)(=O)C. Cell line: SF-268. Synergy scores: CSS=20.2, Synergy_ZIP=-5.30, Synergy_Bliss=7.10, Synergy_Loewe=0.622, Synergy_HSA=4.31. (4) Drug 1: C1C(C(OC1N2C=NC3=C(N=C(N=C32)Cl)N)CO)O. Drug 2: C1=NC2=C(N1)C(=S)N=CN2. Cell line: CCRF-CEM. Synergy scores: CSS=78.4, Synergy_ZIP=0.886, Synergy_Bliss=0.382, Synergy_Loewe=-0.869, Synergy_HSA=2.60. (5) Drug 1: CC1C(C(CC(O1)OC2CC(CC3=C2C(=C4C(=C3O)C(=O)C5=C(C4=O)C(=CC=C5)OC)O)(C(=O)CO)O)N)O.Cl. Drug 2: CCN(CC)CCCC(C)NC1=C2C=C(C=CC2=NC3=C1C=CC(=C3)Cl)OC. Cell line: K-562. Synergy scores: CSS=44.5, Synergy_ZIP=-0.836, Synergy_Bliss=-0.0654, Synergy_Loewe=-3.04, Synergy_HSA=0.265. (6) Drug 1: C1=NC(=NC(=O)N1C2C(C(C(O2)CO)O)O)N. Drug 2: C1CN(CCN1C(=O)CCBr)C(=O)CCBr. Cell line: BT-549. Synergy scores: CSS=36.6, Synergy_ZIP=-10.1, Synergy_Bliss=0.0564, Synergy_Loewe=-5.06, Synergy_HSA=4.80. (7) Drug 1: CC(C1=C(C=CC(=C1Cl)F)Cl)OC2=C(N=CC(=C2)C3=CN(N=C3)C4CCNCC4)N. Drug 2: CC1=C(C(CCC1)(C)C)C=CC(=CC=CC(=CC(=O)O)C)C. Cell line: MDA-MB-231. Synergy scores: CSS=-2.77, Synergy_ZIP=4.54, Synergy_Bliss=-1.08, Synergy_Loewe=-9.55, Synergy_HSA=-5.91. (8) Drug 1: COC1=CC(=CC(=C1O)OC)C2C3C(COC3=O)C(C4=CC5=C(C=C24)OCO5)OC6C(C(C7C(O6)COC(O7)C8=CC=CS8)O)O. Drug 2: C1CN(CCN1C(=O)CCBr)C(=O)CCBr. Cell line: SNB-75. Synergy scores: CSS=31.7, Synergy_ZIP=-9.05, Synergy_Bliss=-0.353, Synergy_Loewe=0.849, Synergy_HSA=1.09. (9) Drug 1: CCCS(=O)(=O)NC1=C(C(=C(C=C1)F)C(=O)C2=CNC3=C2C=C(C=N3)C4=CC=C(C=C4)Cl)F. Drug 2: CCC1=C2CN3C(=CC4=C(C3=O)COC(=O)C4(CC)O)C2=NC5=C1C=C(C=C5)O. Cell line: NCI-H460. Synergy scores: CSS=47.2, Synergy_ZIP=7.97, Synergy_Bliss=5.98, Synergy_Loewe=-34.2, Synergy_HSA=4.55.